From a dataset of Forward reaction prediction with 1.9M reactions from USPTO patents (1976-2016). Predict the product of the given reaction. The product is: [N:8]1[CH:9]=[C:4]([NH2:1])[CH:5]=[C:6]2[CH2:12][CH2:11][CH2:10][C:7]=12. Given the reactants [N+:1]([C:4]1[CH:5]=[C:6]2[CH2:12][CH2:11][CH2:10][C:7]2=[N:8][CH:9]=1)([O-])=O, predict the reaction product.